The task is: Predict the product of the given reaction.. This data is from Forward reaction prediction with 1.9M reactions from USPTO patents (1976-2016). (1) Given the reactants [CH2:1]([N:8]1[CH2:12][CH2:11][CH:10]([C:13]2[CH:14]=[C:15]3[C:19](=[CH:20][CH:21]=2)[NH:18][CH:17]=[CH:16]3)[CH2:9]1)[C:2]1[CH:7]=[CH:6][CH:5]=[CH:4][CH:3]=1.C([Li])CCC.CCCCCC.C([Li])(C)(C)C.CCCCC.[F:43][C:44]1[CH:45]=[C:46]([N:51]=[C:52]=[O:53])[CH:47]=[C:48]([F:50])[CH:49]=1.C(=O)=O, predict the reaction product. The product is: [CH2:1]([N:8]1[CH2:12][CH2:11][CH:10]([C:13]2[CH:14]=[C:15]3[C:19](=[CH:20][CH:21]=2)[NH:18][C:17]([C:52]([NH:51][C:46]2[CH:47]=[C:48]([F:50])[CH:49]=[C:44]([F:43])[CH:45]=2)=[O:53])=[CH:16]3)[CH2:9]1)[C:2]1[CH:7]=[CH:6][CH:5]=[CH:4][CH:3]=1. (2) Given the reactants [C:1]([C:5]1[CH:10]=[CH:9][CH:8]=C[C:6]=1[NH:11][C:12]1[C:21]2[C:16](=[CH:17][C:18]([C:22]3[C:23]([CH3:28])=[N:24][O:25][C:26]=3[CH3:27])=[CH:19][CH:20]=2)[N:15]=[CH:14][C:13]=1[N+:29]([O-])=O)(C)(C)[CH3:2], predict the reaction product. The product is: [CH3:28][C:23]1[C:22]([C:18]2[CH:17]=[C:16]3[C:21]([C:12]([NH:11][CH2:6][C:5]4[CH:1]=[CH:2][CH:8]=[CH:9][CH:10]=4)=[C:13]([NH2:29])[CH:14]=[N:15]3)=[CH:20][CH:19]=2)=[C:26]([CH3:27])[O:25][N:24]=1. (3) Given the reactants [H-].[Na+].[CH:3]1([S:6]([NH2:9])(=[O:8])=[O:7])[CH2:5][CH2:4]1.[Cl:10][C:11]1[CH:12]=[C:13]2[C:18](=[C:19]([C:21](O)=[O:22])[CH:20]=1)[NH:17][CH:16]([C:24]1[CH:25]=[C:26]([C:30]3[CH:35]=[CH:34][C:33]([N:36]([CH3:38])[CH3:37])=[CH:32][CH:31]=3)[CH:27]=[CH:28][CH:29]=1)[C:15]([CH3:40])([CH3:39])[CH2:14]2.C(N1C=CN=C1)(N1C=CN=C1)=O, predict the reaction product. The product is: [Cl:10][C:11]1[CH:12]=[C:13]2[C:18](=[C:19]([C:21]([NH:9][S:6]([CH:3]3[CH2:5][CH2:4]3)(=[O:8])=[O:7])=[O:22])[CH:20]=1)[NH:17][CH:16]([C:24]1[CH:25]=[C:26]([C:30]3[CH:31]=[CH:32][C:33]([N:36]([CH3:38])[CH3:37])=[CH:34][CH:35]=3)[CH:27]=[CH:28][CH:29]=1)[C:15]([CH3:40])([CH3:39])[CH2:14]2. (4) Given the reactants [C:1]([O:5][C:6](=[O:19])[NH:7][C:8]1[S:9][C:10]([F:18])=[C:11]([CH2:13]N(OC)C)[N:12]=1)([CH3:4])([CH3:3])[CH3:2].Cl[O-].[Na+].S1C=C(C=[O:29])N=C1.[BH4-].[Na+].Cl, predict the reaction product. The product is: [C:1]([O:5][C:6](=[O:19])[NH:7][C:8]1[S:9][C:10]([F:18])=[C:11]([CH2:13][OH:29])[N:12]=1)([CH3:4])([CH3:3])[CH3:2]. (5) Given the reactants [Br:1][C:2]1[CH:30]=[CH:29][C:28]([F:31])=[CH:27][C:3]=1[O:4][CH:5]1[CH2:10][CH2:9][N:8]([C:11]2[S:12][C:13]3[C:18](Cl)=[N:17][C:16]([CH2:20][CH2:21][C:22]([O:24]C)=[O:23])=[N:15][C:14]=3[N:26]=2)[CH2:7][CH2:6]1.[CH2:32]([OH:35])[CH2:33][OH:34], predict the reaction product. The product is: [Br:1][C:2]1[CH:30]=[CH:29][C:28]([F:31])=[CH:27][C:3]=1[O:4][CH:5]1[CH2:10][CH2:9][N:8]([C:11]2[S:12][C:13]3[C:18]([O:34][CH2:33][CH2:32][OH:35])=[N:17][C:16]([CH2:20][CH2:21][C:22]([OH:24])=[O:23])=[N:15][C:14]=3[N:26]=2)[CH2:7][CH2:6]1. (6) Given the reactants C(OC([N:8]1[CH2:13][CH2:12][CH:11]([N:14]([C:16](=[O:44])[CH:17]([NH:22][C:23](=[O:43])[CH:24]([CH2:37][CH:38]2[CH2:42][CH2:41][CH2:40][CH2:39]2)[CH2:25][N:26]([O:29][CH2:30][C:31]2[CH:36]=[CH:35][CH:34]=[CH:33][CH:32]=2)[CH:27]=[O:28])[C:18]([CH3:21])([CH3:20])[CH3:19])[CH3:15])[CH2:10][CH2:9]1)=O)(C)(C)C.C(O)(=O)C.B(F)(F)F.CCOCC, predict the reaction product. The product is: [CH2:30]([O:29][N:26]([CH:27]=[O:28])[CH2:25][CH:24]([CH2:37][CH:38]1[CH2:39][CH2:40][CH2:41][CH2:42]1)[C:23]([NH:22][CH:17]([C:18]([CH3:21])([CH3:20])[CH3:19])[C:16]([N:14]([CH3:15])[CH:11]1[CH2:12][CH2:13][NH:8][CH2:9][CH2:10]1)=[O:44])=[O:43])[C:31]1[CH:32]=[CH:33][CH:34]=[CH:35][CH:36]=1.